Dataset: Full USPTO retrosynthesis dataset with 1.9M reactions from patents (1976-2016). Task: Predict the reactants needed to synthesize the given product. Given the product [Br:9][C:10]1[CH:11]=[CH:12][C:13]([CH2:23][CH3:24])=[C:14]([CH:16]2[C:20](=[O:21])[CH:19]3[CH:18]([CH:5]4[O:1][CH:2]3[CH:3]=[CH:4]4)[C:17]2=[O:22])[CH:15]=1, predict the reactants needed to synthesize it. The reactants are: [O:1]1[CH:5]=[CH:4][CH:3]=[CH:2]1.[I-].[Mg+2].[I-].[Br:9][C:10]1[CH:11]=[CH:12][C:13]([CH2:23][CH3:24])=[C:14]([CH:16]2[C:20](=[O:21])[CH:19]=[CH:18][C:17]2=[O:22])[CH:15]=1.